Dataset: Full USPTO retrosynthesis dataset with 1.9M reactions from patents (1976-2016). Task: Predict the reactants needed to synthesize the given product. (1) Given the product [NH2:7][C:8]1[CH:25]=[CH:24][CH:23]=[CH:22][C:9]=1[CH2:10][NH:12][C:13]1[CH:18]=[CH:17][C:16]([O:19][CH3:20])=[C:15]([F:21])[CH:14]=1, predict the reactants needed to synthesize it. The reactants are: [H-].[Al+3].[Li+].[H-].[H-].[H-].[NH2:7][C:8]1[CH:25]=[CH:24][CH:23]=[CH:22][C:9]=1[C:10]([NH:12][C:13]1[CH:18]=[CH:17][C:16]([O:19][CH3:20])=[C:15]([F:21])[CH:14]=1)=O. (2) The reactants are: O.C(O)(=O)C(C1C=CC=CC=1)O.[Cl:13][C:14]1[CH:15]=[C:16]([C@H:21]2[C:30]3[C:25](=[CH:26][CH:27]=[CH:28][CH:29]=3)[C@@H:24]([NH:31][CH3:32])[CH2:23][CH2:22]2)[CH:17]=[CH:18][C:19]=1[Cl:20].[OH-].[Na+]. Given the product [CH3:32][NH:31][C@@H:24]1[C:25]2[CH:26]=[CH:27][CH:28]=[CH:29][C:30]=2[C@H:21]([C:16]2[CH:17]=[CH:18][C:19]([Cl:20])=[C:14]([Cl:13])[CH:15]=2)[CH2:22][CH2:23]1, predict the reactants needed to synthesize it. (3) Given the product [CH2:1]([O:8][CH2:9][CH2:10][CH2:11][C:12]1[O:13][C:16]([CH3:17])=[CH:15][N:14]=1)[C:2]1[CH:7]=[CH:6][CH:5]=[CH:4][CH:3]=1, predict the reactants needed to synthesize it. The reactants are: [CH2:1]([O:8][CH2:9][CH2:10][CH2:11][C:12]([NH:14][CH2:15][C:16]#[CH:17])=[O:13])[C:2]1[CH:7]=[CH:6][CH:5]=[CH:4][CH:3]=1. (4) Given the product [CH2:3]([C:5]1[CH:23]=[C:8]2[C:9]([C:15](=[O:22])[CH2:16][CH3:17])=[CH:10][CH:11]=[C:12]([O:13][CH3:14])[N:7]2[N:6]=1)[CH3:4], predict the reactants needed to synthesize it. The reactants are: [OH-].[Na+].[CH2:3]([C:5]1[CH:23]=[C:8]2[C:9]([C:15](=[O:22])[CH:16](C)[C:17](OC)=O)=[CH:10][CH:11]=[C:12]([O:13][CH3:14])[N:7]2[N:6]=1)[CH3:4].Cl. (5) The reactants are: Cl.[Br:2][C:3]1[CH:4]=[N:5][CH:6]=[C:7]([O:9][CH:10]2[CH2:15][CH2:14][NH:13][CH2:12][CH2:11]2)[CH:8]=1.Br[CH2:17][C:18]([NH2:20])=[O:19].C(=O)([O-])[O-].[K+].[K+].O. Given the product [Br:2][C:3]1[CH:8]=[C:7]([O:9][CH:10]2[CH2:15][CH2:14][N:13]([CH2:17][C:18]([NH2:20])=[O:19])[CH2:12][CH2:11]2)[CH:6]=[N:5][CH:4]=1, predict the reactants needed to synthesize it. (6) Given the product [CH3:2][C:3]1[CH:8]=[CH:7][CH:6]=[C:5]([CH3:9])[C:4]=1[CH2:10][O:11][C:12]1[C:13]2[N:14]([C:25]([CH2:29][C:34]#[N:35])=[C:26]([CH3:28])[N:27]=2)[CH:15]=[C:16]([N:18]2[CH:23]=[CH:22][CH:21]=[CH:20][C:19]2=[O:24])[CH:17]=1, predict the reactants needed to synthesize it. The reactants are: [I-].[CH3:2][C:3]1[CH:8]=[CH:7][CH:6]=[C:5]([CH3:9])[C:4]=1[CH2:10][O:11][C:12]1[C:13]2[N:14]([C:25]([CH2:29][N+](C)(C)C)=[C:26]([CH3:28])[N:27]=2)[CH:15]=[C:16]([N:18]2[CH:23]=[CH:22][CH:21]=[CH:20][C:19]2=[O:24])[CH:17]=1.[C-:34]#[N:35].[Na+]. (7) The reactants are: [CH3:1][O:2][C:3]1[CH:8]=[CH:7][C:6]([C:9]2[C:17]3[C:12](=[C:13]([C:18]([F:21])([F:20])[F:19])[CH:14]=[CH:15][CH:16]=3)[NH:11][N:10]=2)=[CH:5][CH:4]=1.[H-].[Na+].I[CH2:25][CH2:26][CH2:27][CH2:28][CH3:29]. Given the product [CH3:1][O:2][C:3]1[CH:4]=[CH:5][C:6]([C:9]2[C:17]3[C:12](=[C:13]([C:18]([F:21])([F:19])[F:20])[CH:14]=[CH:15][CH:16]=3)[N:11]([CH2:25][CH2:26][CH2:27][CH2:28][CH3:29])[N:10]=2)=[CH:7][CH:8]=1, predict the reactants needed to synthesize it. (8) Given the product [CH3:19][O:20][C:21]1[CH:22]=[C:23]2[C:28](=[CH:29][CH:30]=1)[CH:27]=[C:26]([C:2]1[C:10]3[C:5](=[CH:6][CH:7]=[C:8]([C:11]([NH2:12])=[O:38])[CH:9]=3)[NH:4][N:3]=1)[CH:25]=[CH:24]2, predict the reactants needed to synthesize it. The reactants are: Br[C:2]1[C:10]2[C:5](=[CH:6][CH:7]=[C:8]([C:11]#[N:12])[CH:9]=2)[N:4](C2CCCCO2)[N:3]=1.[CH3:19][O:20][C:21]1[CH:22]=[C:23]2[C:28](=[CH:29][CH:30]=1)[CH:27]=[C:26](B(O)O)[CH:25]=[CH:24]2.ClCCl.P([O-])([O-])([O-])=[O:38].[K+].[K+].[K+].Cl. (9) Given the product [NH2:1][C@@H:2]([CH2:6][CH2:7][C:8]([NH:10][C@H:11]([C:14]([NH:16][CH2:17][C:18]([OH:20])=[O:19])=[O:15])[CH2:12][SH:13])=[O:9])[C:3]([OH:5])=[O:4].[CH2:21]=[O:22], predict the reactants needed to synthesize it. The reactants are: [NH2:1][C@@H:2]([CH2:6][CH2:7][C:8]([NH:10][C@H:11]([C:14]([NH:16][CH2:17][C:18]([OH:20])=[O:19])=[O:15])[CH2:12][SH:13])=[O:9])[C:3]([OH:5])=[O:4].[CH:21](SC[C@@H](C(NCC(O)=O)=O)NC(=O)CC[C@@H](C(O)=O)N)=[O:22].OCSC[C@@H](C(NCC(O)=O)=O)NC(=O)CC[C@@H](C(O)=O)N. (10) Given the product [CH3:22][O:23][C:24]1[CH:25]=[C:26]([C:27](=[O:28])[CH3:4])[CH:30]=[CH:31][C:32]=1[N+:33]([O-:35])=[O:34], predict the reactants needed to synthesize it. The reactants are: [Cl-].[Mg+2].[Cl-].[CH2:4](N(CC)CC)C.C(C(CC)(C([O-])=O)C([O-])=O)C.[CH3:22][O:23][C:24]1[CH:25]=[C:26]([CH:30]=[CH:31][C:32]=1[N+:33]([O-:35])=[O:34])[C:27](Cl)=[O:28].Cl.